Dataset: hERG Central: cardiac toxicity at 1µM, 10µM, and general inhibition. Task: Predict hERG channel inhibition at various concentrations. (1) Results: hERG_inhib (hERG inhibition (general)): blocker. The molecule is CCN1CCCC1CNCc1cccc(OC)c1OCc1ccc(F)cc1.Cl. (2) The compound is Cc1ccc(-c2[nH]ncc2CNCCCOc2cccnc2)cc1C. Results: hERG_inhib (hERG inhibition (general)): blocker. (3) The compound is O=C(NCc1ccccc1CN1CCCC1)c1cc2cc(Cl)ccc2o1. Results: hERG_inhib (hERG inhibition (general)): blocker. (4) The molecule is O=S(=O)(Nc1ccc(Cc2ccncc2)cc1)c1ccc(Cl)c(Cl)c1. Results: hERG_inhib (hERG inhibition (general)): blocker. (5) The molecule is CCCc1nc(C)cc(N2CCN(c3ccccc3)CC2)n1.Cl. Results: hERG_inhib (hERG inhibition (general)): blocker.